From a dataset of Reaction yield outcomes from USPTO patents with 853,638 reactions. Predict the reaction yield, written as a fraction of the theoretical maximum amount of product (1.0 means a 100% yield; for example, 0.34 means a 34% yield). (1) The reactants are [N:1]1[CH:6]=[CH:5][CH:4]=[CH:3][C:2]=1C(C1CCCCC1)C.[Li+].[CH3:16][CH2:17][CH2:18][CH2-:19].[CH2:20]([O:22][CH:23]([O:26][CH2:27][CH3:28])[CH2:24]Br)[CH3:21].[CH2:29]1[CH2:33]O[CH2:31][CH2:30]1. No catalyst specified. The product is [CH2:20]([O:22][CH:23]([O:26][CH2:27][CH3:28])[CH:24]([C:2]1[CH:3]=[CH:4][CH:5]=[CH:6][N:1]=1)[CH:17]([CH:18]1[CH2:31][CH2:30][CH2:29][CH2:33][CH2:19]1)[CH3:16])[CH3:21]. The yield is 0.460. (2) The reactants are [NH2:1][C:2]1[CH:3]=[CH:4][C:5]([CH3:22])=[C:6]([NH:8][C:9]2[N:10]=[CH:11][C:12]3[N:17]=[C:16]([NH:18][C:19](=[O:21])[CH3:20])[S:15][C:13]=3[N:14]=2)[CH:7]=1.[Cl:23][C:24]1[C:32]([C:33]([C:36]#[N:37])([CH3:35])[CH3:34])=[CH:31][CH:30]=[CH:29][C:25]=1[C:26](O)=[O:27].F[P-](F)(F)(F)(F)F.N1(OC(N(C)C)=[N+](C)C)C2N=CC=CC=2N=N1.C(=O)([O-])O.[Na+]. The catalyst is N1C=CC=CC=1. The product is [C:19]([NH:18][C:16]1[S:15][C:13]2[N:14]=[C:9]([NH:8][C:6]3[CH:7]=[C:2]([NH:1][C:26](=[O:27])[C:25]4[CH:29]=[CH:30][CH:31]=[C:32]([C:33]([C:36]#[N:37])([CH3:35])[CH3:34])[C:24]=4[Cl:23])[CH:3]=[CH:4][C:5]=3[CH3:22])[N:10]=[CH:11][C:12]=2[N:17]=1)(=[O:21])[CH3:20]. The yield is 0.670. (3) The reactants are Br[C:2]1[N:7]2[N:8]=[C:9]([NH:11][C:12]3[CH:17]=[CH:16][CH:15]=[CH:14][CH:13]=3)[N:10]=[C:6]2[CH:5]=[CH:4][CH:3]=1.BrC1N2N=C(N)N=C2C=CC=1.IC1C=CC=CC=1.CC(C)([O-])C.[Na+].C1(P(C2C=CC=CC=2)C2C3[O:61][C:60]4[C:55](=[CH:56][CH:57]=[CH:58][C:59]=4P(C4C=CC=CC=4)C4C=CC=CC=4)C(C)(C)C=3C=CC=2)C=CC=CC=1.O.[Cl-].[Na+].O. The catalyst is O1CCOCC1. The product is [C:12]1([NH:11][C:9]2[N:10]=[C:6]3[CH:5]=[CH:4][CH:3]=[C:2]([C:58]4[CH:59]=[C:60]([OH:61])[CH:55]=[CH:56][CH:57]=4)[N:7]3[N:8]=2)[CH:17]=[CH:16][CH:15]=[CH:14][CH:13]=1. The yield is 0.480. (4) The reactants are [CH:1]([Mg]Br)=[CH2:2].CN([CH2:8][CH2:9]N(C)C)C.[Si:13]([O:20][C@H:21]([CH2:30][O:31][Si:32]([C:35]([CH3:38])([CH3:37])[CH3:36])([CH3:34])[CH3:33])/[CH:22]=[N:23]\[S@:24]([C:26]([CH3:29])([CH3:28])[CH3:27])=[O:25])([C:16]([CH3:19])([CH3:18])[CH3:17])([CH3:15])[CH3:14]. The catalyst is C1COCC1. The product is [Si:32]([O:31][CH2:30][C@@H:21]([O:20][Si:13]([C:16]([CH3:19])([CH3:17])[CH3:18])([CH3:15])[CH3:14])[C@@H:22]([NH:23][S@:24]([C:26]([CH3:27])([CH3:28])[CH3:29])=[O:25])[CH:1]=[CH2:2])([C:35]([CH3:38])([CH3:37])[CH3:36])([CH3:33])[CH3:34].[Si:32]([O:31][CH2:30][C@@H:21]([O:20][Si:13]([C:16]([CH3:19])([CH3:17])[CH3:18])([CH3:15])[CH3:14])[C@H:22]([NH:23][S@:24]([C:26]([CH3:27])([CH3:28])[CH3:29])=[O:25])[CH:8]=[CH2:9])([C:35]([CH3:38])([CH3:37])[CH3:36])([CH3:33])[CH3:34]. The yield is 0.390. (5) The yield is 0.490. The product is [C:15]([O:19][C:20]([N:22]1[CH2:27][CH2:26][CH:25]([N:28]2[CH2:12][C:5]3[C:4](=[CH:9][CH:8]=[C:7]([O:10][CH3:11])[CH:6]=3)[C:3]2=[O:14])[CH2:24][CH2:23]1)=[O:21])([CH3:18])([CH3:16])[CH3:17]. The reactants are CO[C:3](=[O:14])[C:4]1[CH:9]=[CH:8][C:7]([O:10][CH3:11])=[CH:6][C:5]=1[CH2:12]Br.[C:15]([O:19][C:20]([N:22]1[CH2:27][CH2:26][CH:25]([NH2:28])[CH2:24][CH2:23]1)=[O:21])([CH3:18])([CH3:17])[CH3:16]. The catalyst is CO.C(N(CC)CC)C. (6) The reactants are ClB(Cl)Cl.[CH3:5][O:6][C:7]1[CH:12]=[CH:11][CH:10]=[C:9]([NH2:13])[CH:8]=1.[C:14](#N)[CH3:15].[Cl-].[Al+3].[Cl-].[Cl-].[OH-:21].[Na+]. The catalyst is C(Cl)Cl.C1(C)C=CC=CC=1.O.CC(O)C. The product is [NH2:13][C:9]1[CH:8]=[C:7]([O:6][CH3:5])[CH:12]=[CH:11][C:10]=1[C:14](=[O:21])[CH3:15]. The yield is 0.630. (7) The reactants are C(OC([NH:8][C@@H:9]([CH2:13][C:14]1[CH:19]=[CH:18][C:17]([O:20][CH2:21][C:22]#[C:23][CH3:24])=[CH:16][CH:15]=1)[C:10]([O-:12])=[O:11])=O)(C)(C)C.[ClH:25].O1CCOC[CH2:27]1. The catalyst is O1CCOCC1. The product is [ClH:25].[NH2:8][C@@H:9]([CH2:13][C:14]1[CH:19]=[CH:18][C:17]([O:20][CH2:21][C:22]#[C:23][CH3:24])=[CH:16][CH:15]=1)[C:10]([O:12][CH3:27])=[O:11]. The yield is 0.980.